From a dataset of NCI-60 drug combinations with 297,098 pairs across 59 cell lines. Regression. Given two drug SMILES strings and cell line genomic features, predict the synergy score measuring deviation from expected non-interaction effect. (1) Drug 2: C1CCC(CC1)NC(=O)N(CCCl)N=O. Drug 1: C1CCN(CC1)CCOC2=CC=C(C=C2)C(=O)C3=C(SC4=C3C=CC(=C4)O)C5=CC=C(C=C5)O. Synergy scores: CSS=24.3, Synergy_ZIP=4.11, Synergy_Bliss=3.78, Synergy_Loewe=-1.94, Synergy_HSA=-1.20. Cell line: SK-MEL-28. (2) Drug 1: CC1=CC=C(C=C1)C2=CC(=NN2C3=CC=C(C=C3)S(=O)(=O)N)C(F)(F)F. Drug 2: CN(C(=O)NC(C=O)C(C(C(CO)O)O)O)N=O. Cell line: MOLT-4. Synergy scores: CSS=-0.538, Synergy_ZIP=-0.574, Synergy_Bliss=-0.288, Synergy_Loewe=-3.26, Synergy_HSA=-3.60. (3) Drug 1: CC1=C(C=C(C=C1)NC(=O)C2=CC=C(C=C2)CN3CCN(CC3)C)NC4=NC=CC(=N4)C5=CN=CC=C5. Drug 2: CCN(CC)CCNC(=O)C1=C(NC(=C1C)C=C2C3=C(C=CC(=C3)F)NC2=O)C. Cell line: SK-OV-3. Synergy scores: CSS=-4.61, Synergy_ZIP=2.28, Synergy_Bliss=3.40, Synergy_Loewe=-5.66, Synergy_HSA=-2.52. (4) Drug 1: CS(=O)(=O)OCCCCOS(=O)(=O)C. Drug 2: CCC1(C2=C(COC1=O)C(=O)N3CC4=CC5=C(C=CC(=C5CN(C)C)O)N=C4C3=C2)O.Cl. Cell line: SW-620. Synergy scores: CSS=33.3, Synergy_ZIP=-4.62, Synergy_Bliss=-4.31, Synergy_Loewe=-3.92, Synergy_HSA=0.158. (5) Drug 1: C1=C(C(=O)NC(=O)N1)N(CCCl)CCCl. Drug 2: N.N.Cl[Pt+2]Cl. Cell line: OVCAR-8. Synergy scores: CSS=13.0, Synergy_ZIP=-8.79, Synergy_Bliss=-3.44, Synergy_Loewe=-9.51, Synergy_HSA=-4.12.